Dataset: Full USPTO retrosynthesis dataset with 1.9M reactions from patents (1976-2016). Task: Predict the reactants needed to synthesize the given product. (1) Given the product [CH3:1][S:2][C:3]1[CH:12]=[CH:11][C:10]([N:13]2[CH:14]=[N:26][N:25]=[N:24]2)=[CH:9][C:4]=1[C:5]([O:7][CH3:8])=[O:6], predict the reactants needed to synthesize it. The reactants are: [CH3:1][S:2][C:3]1[CH:12]=[CH:11][C:10]([NH2:13])=[CH:9][C:4]=1[C:5]([O:7][CH3:8])=[O:6].[CH:14](OCC)(OCC)OCC.[N-:24]=[N+:25]=[N-:26].[Na+]. (2) Given the product [CH:19]([N:13]1[C:12]([C:30]2[CH:35]=[CH:34][CH:33]=[CH:32][CH:31]=2)=[C:11]2[C:15]([CH2:16][CH:17]([CH3:18])[NH:8][CH2:9][CH2:10]2)=[N:14]1)([CH3:20])[CH3:21], predict the reactants needed to synthesize it. The reactants are: C(OC([N:8]1[CH:17]([CH3:18])[CH2:16][C:15]2[C:11](=[C:12](OS(C(F)(F)F)(=O)=O)[N:13]([CH:19]([CH3:21])[CH3:20])[N:14]=2)[CH2:10][CH2:9]1)=O)(C)(C)C.[C:30]1(B(O)O)[CH:35]=[CH:34][CH:33]=[CH:32][CH:31]=1.C(N1C(C2C=CC=CC=2)=C2C(CCNC(C)C2)=N1)(C)C. (3) Given the product [CH3:1][O:2][C:3]1[N:8]=[C:7]2[C:9]([C:13]3[NH:37][C:16]4=[N:17][CH:18]=[CH:19][C:20]([CH2:21][NH:22][CH2:23][CH:24]5[CH2:29][CH2:28][N:27]([C:30]([O:32][C:33]([CH3:35])([CH3:36])[CH3:34])=[O:31])[CH2:26][CH2:25]5)=[C:15]4[CH:14]=3)=[CH:10][N:11]([CH3:12])[C:6]2=[CH:5][C:4]=1[O:48][CH3:49], predict the reactants needed to synthesize it. The reactants are: [CH3:1][O:2][C:3]1[N:8]=[C:7]2[C:9]([C:13]3[N:37](S(C4C=CC(C)=CC=4)(=O)=O)[C:16]4=[N:17][CH:18]=[CH:19][C:20]([CH2:21][NH:22][CH2:23][CH:24]5[CH2:29][CH2:28][N:27]([C:30]([O:32][C:33]([CH3:36])([CH3:35])[CH3:34])=[O:31])[CH2:26][CH2:25]5)=[C:15]4[CH:14]=3)=[CH:10][N:11]([CH3:12])[C:6]2=[CH:5][C:4]=1[O:48][CH3:49].[OH-].[K+]. (4) Given the product [NH2:1][C:2]([C:4]1[N:5]=[C:6]([C:27]2[CH:32]=[CH:31][CH:30]=[CH:29][CH:28]=2)[CH:7]=[C:8]2[C:12]([CH:13]3[CH2:18][CH2:17][N:16]([C:19]([O:21][C:22]([CH3:25])([CH3:24])[CH3:23])=[O:20])[CH2:15][CH2:14]3)=[N:11][NH:10][C:9]=12)=[O:3], predict the reactants needed to synthesize it. The reactants are: [NH2:1][C:2]([C:4]1[N:5]=[C:6](Br)[CH:7]=[C:8]2[C:12]([CH:13]3[CH2:18][CH2:17][N:16]([C:19]([O:21][C:22]([CH3:25])([CH3:24])[CH3:23])=[O:20])[CH2:15][CH2:14]3)=[N:11][NH:10][C:9]=12)=[O:3].[C:27]1(B(O)O)[CH:32]=[CH:31][CH:30]=[CH:29][CH:28]=1.C([O-])([O-])=O.[K+].[K+]. (5) The reactants are: Br[C:2]1[CH:3]=[C:4]([CH:7]=[CH:8][CH:9]=1)[C:5]#[N:6].[B:10](OC(C)C)([O:15]C(C)C)[O:11]C(C)C.C([Li])CCC.CCCCCC.Cl. Given the product [C:5]([C:4]1[CH:3]=[C:2]([B:10]([OH:15])[OH:11])[CH:9]=[CH:8][CH:7]=1)#[N:6], predict the reactants needed to synthesize it. (6) Given the product [Cl:9][C:10]1[CH:11]=[CH:12][C:13]([N:3]2[CH2:4][CH2:5][O:1][C:2]2=[O:22])=[C:14]([CH:17]=1)[C:15]#[N:16], predict the reactants needed to synthesize it. The reactants are: [O:1]1[CH2:5][C:4](=O)[N:3]=[C-:2]1.[H-].[Na+].[Cl:9][C:10]1[CH:11]=[CH:12][C:13](F)=[C:14]([CH:17]=1)[C:15]#[N:16].CN(C)C=[O:22]. (7) Given the product [C:22]([C:18]1[CH:17]=[C:16]([CH:21]=[CH:20][CH:19]=1)[CH2:15][NH:1][C:2]1[CH:3]=[CH:4][C:5]([C@@H:8]2[CH2:10][C@H:9]2[C:11]([OH:13])=[O:12])=[CH:6][CH:7]=1)(=[O:23])[C:24]1[CH:25]=[CH:26][CH:27]=[CH:28][CH:29]=1, predict the reactants needed to synthesize it. The reactants are: [NH2:1][C:2]1[CH:7]=[CH:6][C:5]([C@@H:8]2[CH2:10][C@H:9]2[C:11]([OH:13])=[O:12])=[CH:4][CH:3]=1.Br[CH2:15][C:16]1[CH:17]=[C:18]([C:22]([C:24]2[CH:29]=[CH:28][CH:27]=[CH:26][CH:25]=2)=[O:23])[CH:19]=[CH:20][CH:21]=1.C(C1C=C(C=CC=1)CNC1C=CC(CCC(O)=O)=CC=1)(=O)C1C=CC=CC=1. (8) Given the product [F:24][C:25]([F:27])([F:26])[N:1]1[CH2:23][CH2:22][N:21]([C:25]([F:27])([F:26])[F:24])[CH2:20][CH2:19][N:18]([C:25]([F:27])([F:26])[F:24])[CH2:17][CH2:16][N:15]([C:25]([F:27])([F:26])[F:24])[CH2:14][CH2:13][N:12]([C:25]([F:27])([F:26])[F:24])[CH2:11][CH2:10][CH2:9][N:8]([C:25]([F:27])([F:26])[F:24])[CH2:7][CH2:6][N:5]([C:25]([F:27])([F:26])[F:24])[CH2:4][CH2:3][CH2:2]1, predict the reactants needed to synthesize it. The reactants are: [NH:1]1[CH2:23][CH2:22][NH:21][CH2:20][CH2:19][NH:18][CH2:17][CH2:16][NH:15][CH2:14][CH2:13][NH:12][CH2:11][CH2:10][CH2:9][NH:8][CH2:7][CH2:6][NH:5][CH2:4][CH2:3][CH2:2]1.[F:24][C:25]([OH2+])([F:27])[F:26].